Dataset: Peptide-MHC class I binding affinity with 185,985 pairs from IEDB/IMGT. Task: Regression. Given a peptide amino acid sequence and an MHC pseudo amino acid sequence, predict their binding affinity value. This is MHC class I binding data. (1) The peptide sequence is GQGGSPTAM. The MHC is HLA-A26:01 with pseudo-sequence HLA-A26:01. The binding affinity (normalized) is 0. (2) The peptide sequence is ASAWTLYAV. The MHC is HLA-A02:06 with pseudo-sequence HLA-A02:06. The binding affinity (normalized) is 0.806. (3) The peptide sequence is MCVCRDNWH. The MHC is HLA-A03:01 with pseudo-sequence HLA-A03:01. The binding affinity (normalized) is 0. (4) The MHC is Mamu-A02 with pseudo-sequence Mamu-A02. The peptide sequence is DTLEGAGELI. The binding affinity (normalized) is 0. (5) The peptide sequence is TFDVAPSRL. The MHC is HLA-B15:01 with pseudo-sequence HLA-B15:01. The binding affinity (normalized) is 0.0847. (6) The peptide sequence is TRYPLTFGW. The MHC is HLA-A02:06 with pseudo-sequence HLA-A02:06. The binding affinity (normalized) is 0.